From a dataset of Reaction yield outcomes from USPTO patents with 853,638 reactions. Predict the reaction yield, written as a fraction of the theoretical maximum amount of product (1.0 means a 100% yield; for example, 0.34 means a 34% yield). (1) The reactants are [F:1][C:2]1[C:7]2[O:8][CH2:9][CH2:10][O:11][C:6]=2[CH:5]=[C:4]([CH:12]([C:15](=O)[CH3:16])[C:13]#[N:14])[CH:3]=1.Cl.Cl.[NH2:20][NH2:21].C(N(CC)CC)C. The catalyst is C(O)C. The product is [F:1][C:2]1[C:7]2[O:8][CH2:9][CH2:10][O:11][C:6]=2[CH:5]=[C:4]([C:12]2[C:15]([CH3:16])=[N:20][NH:21][C:13]=2[NH2:14])[CH:3]=1. The yield is 0.930. (2) The reactants are S(=O)(=O)(O)O.COCCOC[O:12][C:13]1[CH:14]=[C:15]2[C:20](=[CH:21][CH:22]=1)[CH:19]=[C:18]([C:23]([CH2:25][NH:26][CH2:27][C:28]1[CH:29]=[C:30]([C:34]3[CH:39]=[CH:38][C:37]([NH:40][C:41]4[CH:42]=[C:43]([CH:49]=[CH:50][CH:51]=4)[C:44]([O:46][CH2:47][CH3:48])=[O:45])=[CH:36][CH:35]=3)[CH:31]=[CH:32][CH:33]=1)=[O:24])[CH:17]=[CH:16]2. The catalyst is CO.O1CCCC1.C(OCC)(=O)C. The product is [OH:12][C:13]1[CH:14]=[C:15]2[C:20](=[CH:21][CH:22]=1)[CH:19]=[C:18]([C:23]([CH2:25][NH:26][CH2:27][C:28]1[CH:29]=[C:30]([C:34]3[CH:39]=[CH:38][C:37]([NH:40][C:41]4[CH:42]=[C:43]([CH:49]=[CH:50][CH:51]=4)[C:44]([O:46][CH2:47][CH3:48])=[O:45])=[CH:36][CH:35]=3)[CH:31]=[CH:32][CH:33]=1)=[O:24])[CH:17]=[CH:16]2. The yield is 0.800. (3) The reactants are [H-].[Na+].[CH2:3]([O:5][C:6](=[O:19])[CH2:7][C:8](=[O:18])[CH:9]1[CH2:14][CH2:13][CH:12]([CH2:15][CH2:16][CH3:17])[CH2:11][CH2:10]1)[CH3:4].Br[CH2:21][C:22]([C:24]1[CH:29]=[CH:28][CH:27]=[CH:26][CH:25]=1)=[O:23]. The catalyst is C1COCC1.[Cl-].[Na+].O. The product is [CH2:3]([O:5][C:6](=[O:19])[CH:7]([C:8]([CH:9]1[CH2:10][CH2:11][CH:12]([CH2:15][CH2:16][CH3:17])[CH2:13][CH2:14]1)=[O:18])[CH2:21][C:22](=[O:23])[C:24]1[CH:29]=[CH:28][CH:27]=[CH:26][CH:25]=1)[CH3:4]. The yield is 1.15.